Predict the reactants needed to synthesize the given product. From a dataset of Full USPTO retrosynthesis dataset with 1.9M reactions from patents (1976-2016). (1) The reactants are: C([O:3][C:4](=[O:19])[C:5]([OH:18])([CH3:17])[C:6]([NH:8][CH2:9][C:10]([F:16])([F:15])[C:11]([F:14])([F:13])[F:12])=[O:7])C.[OH-].[Li+]. Given the product [OH:18][C:5]([CH3:17])([C:6]([NH:8][CH2:9][C:10]([F:15])([F:16])[C:11]([F:12])([F:14])[F:13])=[O:7])[C:4]([OH:19])=[O:3], predict the reactants needed to synthesize it. (2) The reactants are: C(Cl)(=O)C(Cl)=O.[Br:7][C:8]1[N:9]=[C:10]([C:13]([OH:15])=O)[S:11][CH:12]=1.C1COCC1.ClCCl.[NH3:24]. Given the product [Br:7][C:8]1[N:9]=[C:10]([C:13](=[O:15])[NH2:24])[S:11][CH:12]=1, predict the reactants needed to synthesize it.